This data is from NCI-60 drug combinations with 297,098 pairs across 59 cell lines. The task is: Regression. Given two drug SMILES strings and cell line genomic features, predict the synergy score measuring deviation from expected non-interaction effect. (1) Drug 1: C1CN1P(=S)(N2CC2)N3CC3. Drug 2: C1=CN(C=N1)CC(O)(P(=O)(O)O)P(=O)(O)O. Cell line: HOP-92. Synergy scores: CSS=7.11, Synergy_ZIP=-2.45, Synergy_Bliss=1.28, Synergy_Loewe=-3.35, Synergy_HSA=-0.859. (2) Drug 1: CN1CCC(CC1)COC2=C(C=C3C(=C2)N=CN=C3NC4=C(C=C(C=C4)Br)F)OC. Drug 2: CC1CCC2CC(C(=CC=CC=CC(CC(C(=O)C(C(C(=CC(C(=O)CC(OC(=O)C3CCCCN3C(=O)C(=O)C1(O2)O)C(C)CC4CCC(C(C4)OC)OCCO)C)C)O)OC)C)C)C)OC. Cell line: HT29. Synergy scores: CSS=12.8, Synergy_ZIP=-5.39, Synergy_Bliss=-3.03, Synergy_Loewe=-14.7, Synergy_HSA=-3.72. (3) Cell line: HCC-2998. Synergy scores: CSS=16.9, Synergy_ZIP=-0.358, Synergy_Bliss=0.0910, Synergy_Loewe=0.269, Synergy_HSA=1.54. Drug 2: C1CN(CCN1C(=O)CCBr)C(=O)CCBr. Drug 1: C1=CC(=CC=C1C#N)C(C2=CC=C(C=C2)C#N)N3C=NC=N3. (4) Drug 1: CCN(CC)CCNC(=O)C1=C(NC(=C1C)C=C2C3=C(C=CC(=C3)F)NC2=O)C. Drug 2: CN(C(=O)NC(C=O)C(C(C(CO)O)O)O)N=O. Cell line: KM12. Synergy scores: CSS=34.0, Synergy_ZIP=0.675, Synergy_Bliss=2.31, Synergy_Loewe=-36.5, Synergy_HSA=2.34.